This data is from Full USPTO retrosynthesis dataset with 1.9M reactions from patents (1976-2016). The task is: Predict the reactants needed to synthesize the given product. (1) Given the product [C:1]1([C:8]2[CH:9]=[CH:10][CH:11]=[CH:12][CH:13]=2)[CH:6]=[CH:5][CH:4]=[C:3]([NH:7][C:15](=[O:26])[CH2:16][CH2:17][CH2:18][CH2:19][CH2:20][CH2:21][C:22]([O:24][CH3:25])=[O:23])[CH:2]=1, predict the reactants needed to synthesize it. The reactants are: [C:1]1([C:8]2[CH:13]=[CH:12][CH:11]=[CH:10][CH:9]=2)[CH:6]=[CH:5][CH:4]=[C:3]([NH2:7])[CH:2]=1.Cl[C:15](=[O:26])[CH2:16][CH2:17][CH2:18][CH2:19][CH2:20][CH2:21][C:22]([O:24][CH3:25])=[O:23]. (2) Given the product [N+:1]([C:4]1[CH:5]=[CH:6][C:7]([C:10]2[NH:11][C:12]([C:15]3[CH:16]=[C:17]([CH:21]=[CH:22][CH:23]=3)[C:18]([NH:30][C:31]3[CH:36]=[CH:35][CH:34]=[CH:33][N:32]=3)=[O:19])=[CH:13][N:14]=2)=[CH:8][CH:9]=1)([O-:3])=[O:2], predict the reactants needed to synthesize it. The reactants are: [N+:1]([C:4]1[CH:9]=[CH:8][C:7]([C:10]2[NH:11][C:12]([C:15]3[CH:16]=[C:17]([CH:21]=[CH:22][CH:23]=3)[C:18](O)=[O:19])=[CH:13][N:14]=2)=[CH:6][CH:5]=1)([O-:3])=[O:2].C(Cl)(C(Cl)=O)=O.[NH2:30][C:31]1[CH:36]=[CH:35][CH:34]=[CH:33][N:32]=1.O. (3) Given the product [C:39]([O:15][C@@H:13]1[CH2:14][C@H:10]([CH2:9][O:8][Si:1]([C:4]([CH3:7])([CH3:5])[CH3:6])([CH3:3])[CH3:2])[CH2:11][C@H:12]1[NH:16][C:17]1[CH:22]=[C:21]([NH:23][C@@H:24]2[C:32]3[C:27](=[CH:28][CH:29]=[CH:30][CH:31]=3)[CH2:26][CH2:25]2)[N:20]=[CH:19][N:18]=1)(=[O:41])[CH3:40], predict the reactants needed to synthesize it. The reactants are: [Si:1]([O:8][CH2:9][C@H:10]1[CH2:14][C@@H:13]([OH:15])[C@H:12]([NH:16][C:17]2[CH:22]=[C:21]([NH:23][C@@H:24]3[C:32]4[C:27](=[CH:28][CH:29]=[CH:30][CH:31]=4)[CH2:26][CH2:25]3)[N:20]=[CH:19][N:18]=2)[CH2:11]1)([C:4]([CH3:7])([CH3:6])[CH3:5])([CH3:3])[CH3:2].N1C=CC=CC=1.[C:39](OC(=O)C)(=[O:41])[CH3:40]. (4) Given the product [Cl:1][C:2]1[CH:10]=[CH:9][CH:8]=[CH:7][C:3]=1[C:4]([NH:20][CH2:19][CH:18]([C:15]1[CH:16]=[N:17][C:12]([CH3:11])=[N:13][CH:14]=1)[C:21]1[CH:22]=[CH:23][N:24]=[CH:25][CH:26]=1)=[O:6], predict the reactants needed to synthesize it. The reactants are: [Cl:1][C:2]1[CH:10]=[CH:9][CH:8]=[CH:7][C:3]=1[C:4]([OH:6])=O.[CH3:11][C:12]1[N:17]=[CH:16][C:15]([CH:18]([C:21]2[CH:26]=[CH:25][N:24]=[CH:23][CH:22]=2)[CH2:19][NH2:20])=[CH:14][N:13]=1. (5) Given the product [Cl:1][C:2]1[CH:3]=[C:4]2[C:8](=[C:9]([NH:11][CH:25]3[CH2:26][CH2:27][CH:22]([C:20]([OH:21])=[O:19])[CH2:23][CH2:24]3)[CH:10]=1)[NH:7][C:6]([C:12]1[CH:17]=[CH:16][CH:15]=[CH:14][CH:13]=1)=[CH:5]2, predict the reactants needed to synthesize it. The reactants are: [Cl:1][C:2]1[CH:3]=[C:4]2[C:8](=[C:9]([NH2:11])[CH:10]=1)[NH:7][C:6]([C:12]1[CH:17]=[CH:16][CH:15]=[CH:14][CH:13]=1)=[CH:5]2.C[O:19][C:20]([CH:22]1[CH2:27][CH2:26][C:25](=O)[CH2:24][CH2:23]1)=[O:21]. (6) Given the product [OH:1][C@H:2]([CH2:24][N:25]([CH2:37][CH:38]([CH3:40])[CH3:39])[S:26]([C:29]1[CH:30]=[CH:31][C:32]([O:35][CH3:36])=[CH:33][CH:34]=1)(=[O:28])=[O:27])[C@@H:3]([NH:11][C:12](=[O:23])[O:13][C@H:14]1[CH2:22][C@H:17]2[O:18][CH2:19][C@@H:20]([OH:21])[C@H:16]2[CH2:15]1)[CH2:4][C:5]1[CH:6]=[CH:7][CH:8]=[CH:9][CH:10]=1, predict the reactants needed to synthesize it. The reactants are: [OH:1][C@H:2]([CH2:24][N:25]([CH2:37][CH:38]([CH3:40])[CH3:39])[S:26]([C:29]1[CH:34]=[CH:33][C:32]([O:35][CH3:36])=[CH:31][CH:30]=1)(=[O:28])=[O:27])[C@@H:3]([NH:11][C:12](=[O:23])[O:13][C@H:14]1[CH2:22][C@H:17]2[O:18][CH2:19][C:20](=[O:21])[C@H:16]2[CH2:15]1)[CH2:4][C:5]1[CH:10]=[CH:9][CH:8]=[CH:7][CH:6]=1.[BH4-].[Na+].[NH4+].[Cl-].